Dataset: Full USPTO retrosynthesis dataset with 1.9M reactions from patents (1976-2016). Task: Predict the reactants needed to synthesize the given product. (1) Given the product [C:1]1([C:7]2[C:15]3[C:10](=[CH:11][CH:12]=[CH:13][CH:14]=3)[CH2:9][C:8]=2[CH2:9][C:8]2[CH2:28][C:18]3[C:23]([C:7]=2[C:1]2[CH:6]=[CH:5][CH:4]=[CH:3][CH:2]=2)=[CH:22][CH:21]=[CH:20][CH:19]=3)[CH:2]=[CH:3][CH:4]=[CH:5][CH:6]=1, predict the reactants needed to synthesize it. The reactants are: [C:1]1([CH:7]2[C:15]3[C:10](=[CH:11][CH:12]=[CH:13][CH:14]=3)[CH:9]=[CH:8]2)[CH:6]=[CH:5][CH:4]=[CH:3][CH:2]=1.C=O.[C:18]1([CH3:28])[CH:23]=[CH:22][C:21](S(O)(=O)=O)=[CH:20][CH:19]=1. (2) Given the product [CH:14]([N:7]1[CH2:8][CH2:9][C:10](=[O:13])[N:11]([CH3:12])[C:5]2[CH:4]=[N:3][C:2]([NH:18][C:19]3[CH:27]=[CH:26][C:22]([C:23]([OH:25])=[O:24])=[CH:21][C:20]=3[O:28][CH3:29])=[N:17][C:6]1=2)([CH3:16])[CH3:15], predict the reactants needed to synthesize it. The reactants are: Cl[C:2]1[N:3]=[CH:4][C:5]2[N:11]([CH3:12])[C:10](=[O:13])[CH2:9][CH2:8][N:7]([CH:14]([CH3:16])[CH3:15])[C:6]=2[N:17]=1.[NH2:18][C:19]1[CH:27]=[CH:26][C:22]([C:23]([OH:25])=[O:24])=[CH:21][C:20]=1[O:28][CH3:29].C(O)C. (3) Given the product [F:27][C:2]1([F:1])[CH:10]([C:31]2[O:30][C:29]([CH3:28])=[CH:33][CH:32]=2)[C:9]2[N:5]([C:6]([C:20]3[CH:25]=[CH:24][CH:23]=[C:22]([F:26])[CH:21]=3)=[C:7]3[C:15](=[O:16])[N:14]([CH3:17])[C:13](=[O:18])[N:12]([CH3:19])[C:8]3=2)[CH2:4][CH2:3]1, predict the reactants needed to synthesize it. The reactants are: [F:1][C:2]1([F:27])[CH:10](O)[C:9]2[N:5]([C:6]([C:20]3[CH:25]=[CH:24][CH:23]=[C:22]([F:26])[CH:21]=3)=[C:7]3[C:15](=[O:16])[N:14]([CH3:17])[C:13](=[O:18])[N:12]([CH3:19])[C:8]3=2)[CH2:4][CH2:3]1.[CH3:28][C:29]1[O:30][CH:31]=[CH:32][CH:33]=1. (4) Given the product [F:1][C:2]1[CH:3]=[C:4]([C:9](=[O:33])[C:10]([NH:12][NH:13][C:14](=[O:32])[C:15]2[CH:20]=[CH:19][C:18]([O:21][CH2:22][C:23]3[CH:24]=[CH:25][CH:26]=[CH:27][CH:28]=3)=[C:17]([CH3:29])[C:16]=2[CH2:30][CH3:31])=[O:11])[CH:5]=[C:6]([F:8])[CH:7]=1, predict the reactants needed to synthesize it. The reactants are: [F:1][C:2]1[CH:3]=[C:4]([CH:9]([OH:33])[C:10]([NH:12][NH:13][C:14](=[O:32])[C:15]2[CH:20]=[CH:19][C:18]([O:21][CH2:22][C:23]3[CH:28]=[CH:27][CH:26]=[CH:25][CH:24]=3)=[C:17]([CH3:29])[C:16]=2[CH2:30][CH3:31])=[O:11])[CH:5]=[C:6]([F:8])[CH:7]=1.ClCCl.CC(OI1(OC(C)=O)(OC(C)=O)OC(=O)C2C1=CC=CC=2)=O.[O-]S([O-])(=S)=O.[Na+].[Na+].